Dataset: Forward reaction prediction with 1.9M reactions from USPTO patents (1976-2016). Task: Predict the product of the given reaction. (1) The product is: [ClH:25].[CH3:16][O:15][C:13]1[CH:14]=[C:9]([CH:10]=[C:11]([O:23][CH3:24])[C:12]=1[O:17][CH2:18][C:19]([F:20])([F:21])[F:22])[NH2:8]. Given the reactants C(OC([NH:8][C:9]1[CH:14]=[C:13]([O:15][CH3:16])[C:12]([O:17][CH2:18][C:19]([F:22])([F:21])[F:20])=[C:11]([O:23][CH3:24])[CH:10]=1)=O)(C)(C)C.[ClH:25].CO, predict the reaction product. (2) Given the reactants CC(C)[O-].[Al+3:5].CC(C)[O-].CC(C)[O-].[C:14]([OH:23])(=[O:22])[CH2:15][CH2:16][CH2:17][CH2:18][CH2:19][CH2:20][CH3:21], predict the reaction product. The product is: [C:14]([O-:23])(=[O:22])[CH2:15][CH2:16][CH2:17][CH2:18][CH2:19][CH2:20][CH3:21].[C:14]([O-:23])(=[O:22])[CH2:15][CH2:16][CH2:17][CH2:18][CH2:19][CH2:20][CH3:21].[C:14]([O-:23])(=[O:22])[CH2:15][CH2:16][CH2:17][CH2:18][CH2:19][CH2:20][CH3:21].[Al+3:5].